From a dataset of Tyrosyl-DNA phosphodiesterase HTS with 341,365 compounds. Binary Classification. Given a drug SMILES string, predict its activity (active/inactive) in a high-throughput screening assay against a specified biological target. (1) The compound is Clc1c(CN2CC(N(C3CCN(CC3)C(C)C)CC2)CCO)cc2OCOc2c1. The result is 0 (inactive). (2) The compound is O(c1c(OC)cc(cc1)/C=N\n1cnnc1)C(=O)c1ccncc1. The result is 0 (inactive). (3) The molecule is o1c(c2nc3c(nc2c2occc2)ccc(c3)C(=O)NCCc2cc(OC)c(OC)cc2)ccc1. The result is 1 (active). (4) The molecule is O=C1N(C(=O)C2C1CC=CC2)CCC(OCC(=O)N(C(C)(C)C)Cc1ccccc1)=O. The result is 0 (inactive). (5) The molecule is O1C(CC(CC1)C(=O)c1cc(ccc1)C)(C)C. The result is 0 (inactive). (6) The molecule is Clc1ccc(c2nc(sc2C)N\N=C\c2cccnc2)cc1. The result is 0 (inactive). (7) The compound is S(=O)(=O)(N1CCN(CC1)C(=O)C(NC(=O)c1occc1)Cc1ccccc1)c1c(ccc(c1)C)C. The result is 0 (inactive). (8) The compound is O=C1N(C(=O)CC1Cc1cc(cc(c1)C)C)c1nc(cc(n1)C)C. The result is 0 (inactive). (9) The drug is O=C(NCCO)CCCCCCCCC\C=C/C\C=C/CCCCC. The result is 0 (inactive).